Dataset: Full USPTO retrosynthesis dataset with 1.9M reactions from patents (1976-2016). Task: Predict the reactants needed to synthesize the given product. (1) Given the product [Cl:32][C:29]1[CH:30]=[CH:31][C:26]([CH:10]2[C:5]3[N:6]([CH:7]([CH3:9])[CH3:8])[C:2]([C:36]4[CH2:37][CH2:38][O:33][CH2:34][CH:35]=4)=[N:3][C:4]=3[C:12](=[O:13])[N:11]2[C:14]2[CH:15]=[C:16]([CH3:25])[C:17]3[N:18]([C:20]([CH2:23][F:24])=[N:21][N:22]=3)[CH:19]=2)=[CH:27][CH:28]=1, predict the reactants needed to synthesize it. The reactants are: Br[C:2]1[N:6]([CH:7]([CH3:9])[CH3:8])[C:5]2[CH:10]([C:26]3[CH:31]=[CH:30][C:29]([Cl:32])=[CH:28][CH:27]=3)[N:11]([C:14]3[CH:15]=[C:16]([CH3:25])[C:17]4[N:18]([C:20]([CH2:23][F:24])=[N:21][N:22]=4)[CH:19]=3)[C:12](=[O:13])[C:4]=2[N:3]=1.[O:33]1[CH2:38][CH:37]=[C:36](B2OC(C)(C)C(C)(C)O2)[CH2:35][CH2:34]1.C([O-])(O)=O.[Na+]. (2) Given the product [CH3:21][C@H:22]1[N:27]([C:28]2[C:29]3[CH:36]=[CH:35][S:34][C:30]=3[N:31]=[CH:32][N:33]=2)[C@@H:26]([CH3:37])[CH2:25][N:24]([CH2:38][C:39]([NH:5][C:4]2[CH:6]=[CH:7][CH:8]=[CH:9][C:3]=2[C:2]([F:10])([F:11])[F:1])=[O:40])[CH2:23]1, predict the reactants needed to synthesize it. The reactants are: [F:1][C:2]([F:11])([F:10])[C:3]1[CH:9]=[CH:8][CH:7]=[CH:6][C:4]=1[NH2:5].C(N(CC)C(C)C)(C)C.[CH3:21][C@H:22]1[N:27]([C:28]2[C:29]3[CH:36]=[CH:35][S:34][C:30]=3[N:31]=[CH:32][N:33]=2)[C@@H:26]([CH3:37])[CH2:25][N:24]([CH2:38][C:39](O)=[O:40])[CH2:23]1.C1CN([P+](Br)(N2CCCC2)N2CCCC2)CC1.F[P-](F)(F)(F)(F)F. (3) Given the product [CH2:1]([O:3][C:4](=[O:33])[C:5]1[CH:10]=[CH:9][C:8]([N:11]2[CH:15]=[C:14]([C:16]3[CH:21]=[CH:20][C:19]([Cl:22])=[CH:18][C:17]=3[Cl:23])[N:13]=[C:12]2/[CH:24]=[CH:25]/[C:26]2[CH:31]=[CH:30][C:29]([C:39]3[CH:38]=[CH:37][CH:36]=[C:35]([NH2:34])[CH:40]=3)=[CH:28][CH:27]=2)=[CH:7][CH:6]=1)[CH3:2], predict the reactants needed to synthesize it. The reactants are: [CH2:1]([O:3][C:4](=[O:33])[C:5]1[CH:10]=[CH:9][C:8]([N:11]2[CH:15]=[C:14]([C:16]3[CH:21]=[CH:20][C:19]([Cl:22])=[CH:18][C:17]=3[Cl:23])[N:13]=[C:12]2/[CH:24]=[CH:25]/[C:26]2[CH:31]=[CH:30][C:29](Br)=[CH:28][CH:27]=2)=[CH:7][CH:6]=1)[CH3:2].[NH2:34][C:35]1[CH:36]=[C:37](B(O)O)[CH:38]=[CH:39][CH:40]=1. (4) Given the product [Cl:1][C:2]1[CH:3]=[C:4]2[C:8](=[CH:9][CH:10]=1)[NH:7][N:6]=[C:5]2[CH2:11][OH:12], predict the reactants needed to synthesize it. The reactants are: [Cl:1][C:2]1[CH:3]=[C:4]2[C:8](=[CH:9][CH:10]=1)[NH:7][N:6]=[C:5]2[C:11](OC)=[O:12].[H-].C([Al+]CC(C)C)C(C)C.S([O-])([O-])(=O)=O.[Na+].[Na+]. (5) Given the product [CH3:1][CH2:2][CH2:3][C@H:4]([NH:10][C@H:11]([C:13]([N:15]1[C@H:23]([C:24]([OH:26])=[O:25])[CH2:22][C@H:21]2[C@@H:16]1[CH2:17][CH2:18][CH2:19][CH2:20]2)=[O:14])[CH3:12])[C:5]([O:7][CH2:8][CH3:9])=[O:6].[CH3:22][C:23]([NH2:15])([CH3:24])[CH3:27].[O:29]=[C:11]1[NH:10][CH2:24][CH2:23][NH:15][C:13]1=[O:14], predict the reactants needed to synthesize it. The reactants are: [CH3:1][CH2:2][CH2:3][C@H:4]([NH:10][C@H:11]([C:13]([N:15]1[C@H:23]([C:24]([OH:26])=[O:25])[CH2:22][C@H:21]2[C@@H:16]1[CH2:17][CH2:18][CH2:19][CH2:20]2)=[O:14])[CH3:12])[C:5]([O:7][CH2:8][CH3:9])=[O:6].[C:27](OCC)(=[O:29])C.